Task: Regression/Classification. Given a drug SMILES string, predict its absorption, distribution, metabolism, or excretion properties. Task type varies by dataset: regression for continuous measurements (e.g., permeability, clearance, half-life) or binary classification for categorical outcomes (e.g., BBB penetration, CYP inhibition). Dataset: cyp1a2_veith.. Dataset: CYP1A2 inhibition data for predicting drug metabolism from PubChem BioAssay (1) The molecule is C1CCN2C[C@@H]3C[C@@H](CN4CCCC[C@H]34)[C@H]2C1. The result is 0 (non-inhibitor). (2) The molecule is COc1ccc(Cl)cc1NC(=O)NCCCl. The result is 1 (inhibitor). (3) The molecule is O=S(=O)(NCc1cc(-c2ccccc2Cl)no1)c1ccc(Cl)cc1. The result is 1 (inhibitor). (4) The compound is Nc1nc2c(nc(Br)n2[C@@H]2O[C@H]3COP(=O)([O-])O[C@@H]3[C@H]2O)c(=O)[nH]1.[Na+]. The result is 0 (non-inhibitor). (5) The compound is N#CCSc1nc2scc(-c3cccs3)c2c(=O)n1CCc1ccccc1. The result is 1 (inhibitor).